The task is: Predict the reactants needed to synthesize the given product.. This data is from Full USPTO retrosynthesis dataset with 1.9M reactions from patents (1976-2016). (1) Given the product [CH:1]([S:4]([C:5]1[CH:15]=[CH:14][C:8]([C:9]([O:11][CH2:12][CH3:13])=[O:10])=[CH:7][CH:6]=1)=[O:19])([CH3:2])[CH3:3], predict the reactants needed to synthesize it. The reactants are: [CH:1]([S:4][C:5]1[CH:15]=[CH:14][C:8]([C:9]([O:11][CH2:12][CH3:13])=[O:10])=[CH:7][CH:6]=1)([CH3:3])[CH3:2].OO.C([O-])([O-])=[O:19].[Na+].[Na+]. (2) Given the product [CH2:1]([O:3][C:4]([C:6]1[CH2:11][C@@H:10]([O:12][S:16]([CH3:15])(=[O:18])=[O:17])[C@H:9]([O:13][S:16]([CH3:15])(=[O:18])=[O:17])[C@H:8]([O:14][S:16]([CH3:15])(=[O:18])=[O:17])[CH:7]=1)=[O:5])[CH3:2], predict the reactants needed to synthesize it. The reactants are: [CH2:1]([O:3][C:4]([C:6]1[CH2:11][C@@H:10]([OH:12])[C@H:9]([OH:13])[C@H:8]([OH:14])[CH:7]=1)=[O:5])[CH3:2].[CH3:15][S:16](Cl)(=[O:18])=[O:17].CCN(CC)CC. (3) Given the product [CH2:1]([O:3][C:4](=[O:19])[CH:5]([O:18][CH2:20][CH3:21])[C:6]1[N:10]=[C:9]([CH3:11])[N:8]([C:12]2[CH:17]=[CH:16][CH:15]=[CH:14][CH:13]=2)[N:7]=1)[CH3:2], predict the reactants needed to synthesize it. The reactants are: [CH2:1]([O:3][C:4](=[O:19])[CH:5]([OH:18])[C:6]1[N:10]=[C:9]([CH3:11])[N:8]([C:12]2[CH:17]=[CH:16][CH:15]=[CH:14][CH:13]=2)[N:7]=1)[CH3:2].[CH2:20](I)[CH3:21]. (4) Given the product [Cl:24][C:21]1[CH:22]=[CH:23][C:18]([C:7]2[N:8]([CH2:11][CH:12]([OH:17])[C:13]([F:16])([F:14])[F:15])[C:9](=[O:10])[N:5]([CH2:4][C:3]([OH:25])=[O:2])[N:6]=2)=[CH:19][CH:20]=1, predict the reactants needed to synthesize it. The reactants are: C[O:2][C:3](=[O:25])[CH2:4][N:5]1[C:9](=[O:10])[N:8]([CH2:11][CH:12]([OH:17])[C:13]([F:16])([F:15])[F:14])[C:7]([C:18]2[CH:23]=[CH:22][C:21]([Cl:24])=[CH:20][CH:19]=2)=[N:6]1.[OH-].[Li+]. (5) Given the product [CH3:5][O:6][C:7]1[CH:30]=[CH:29][C:10]([CH2:11][C@H:12]([CH:26]([CH3:28])[CH3:27])[CH2:13][CH:14]([CH:15]2[O:46][C:45](=[O:48])[C@H:17]([CH:23]([CH3:25])[CH3:24])[CH2:16]2)[Br:37])=[CH:9][C:8]=1[O:31][CH2:32][CH2:33][CH2:34][O:35][CH3:36], predict the reactants needed to synthesize it. The reactants are: C(O)(=O)C.[CH3:5][O:6][C:7]1[CH:30]=[CH:29][C:10]([CH2:11][C@H:12]([CH:26]([CH3:28])[CH3:27])[CH2:13]/[CH:14]=[CH:15]/[CH2:16][C@@H:17]([CH:23]([CH3:25])[CH3:24])C(N(C)C)=O)=[CH:9][C:8]=1[O:31][CH2:32][CH2:33][CH2:34][O:35][CH3:36].[Br:37]N1C(=O)CCC1=O.[C:45](=[O:48])(O)[O-:46].[Na+]. (6) Given the product [C:27]([C:23]1[S:21]/[C:20](=[CH:3]\[C:4]([C:6]2[CH:11]=[C:10]([Cl:12])[CH:9]=[CH:8][C:7]=2[O:13][CH3:14])=[O:5])/[N:19]([CH2:15][CH2:16][CH2:17][CH3:18])[C:24]=1[CH3:25])(=[O:29])[CH3:28], predict the reactants needed to synthesize it. The reactants are: [H-].[Na+].[CH3:3][C:4]([C:6]1[CH:11]=[C:10]([Cl:12])[CH:9]=[CH:8][C:7]=1[O:13][CH3:14])=[O:5].[CH2:15]([N:19]=[C:20]=[S:21])[CH2:16][CH2:17][CH3:18].Cl[CH:23]([C:27](=[O:29])[CH3:28])[C:24](=O)[CH3:25]. (7) Given the product [OH:31][CH2:30][CH2:29][CH2:28][C@@:19]1([C:22]2[CH:27]=[CH:26][CH:25]=[CH:24][CH:23]=2)[O:18][C:17](=[O:32])[N:16]([C@H:14]([C:11]2[CH:10]=[CH:9][C:8]([C:5]3[CH:4]=[CH:3][C:2](=[O:33])[NH:7][CH:6]=3)=[CH:13][CH:12]=2)[CH3:15])[CH2:21][CH2:20]1, predict the reactants needed to synthesize it. The reactants are: N[C:2]1[N:7]=[CH:6][C:5]([C:8]2[CH:13]=[CH:12][C:11]([C@@H:14]([N:16]3[CH2:21][CH2:20][C@:19]([CH2:28][CH2:29][CH2:30][OH:31])([C:22]4[CH:27]=[CH:26][CH:25]=[CH:24][CH:23]=4)[O:18][C:17]3=[O:32])[CH3:15])=[CH:10][CH:9]=2)=[CH:4][CH:3]=1.[OH-:33].[Na+].